From a dataset of Peptide-MHC class II binding affinity with 134,281 pairs from IEDB. Regression. Given a peptide amino acid sequence and an MHC pseudo amino acid sequence, predict their binding affinity value. This is MHC class II binding data. (1) The peptide sequence is GELQIVDKIDAAFRI. The MHC is DRB4_0101 with pseudo-sequence DRB4_0103. The binding affinity (normalized) is 0.815. (2) The peptide sequence is EYIMKGVYINTALLN. The MHC is DRB1_0802 with pseudo-sequence DRB1_0802. The binding affinity (normalized) is 0.548. (3) The peptide sequence is LVKFVAGDGDVVAVD. The MHC is HLA-DQA10301-DQB10302 with pseudo-sequence HLA-DQA10301-DQB10302. The binding affinity (normalized) is 0.279. (4) The peptide sequence is AFPVAATAANAAPAN. The MHC is HLA-DPA10103-DPB10301 with pseudo-sequence HLA-DPA10103-DPB10301. The binding affinity (normalized) is 0.341. (5) The peptide sequence is RIDTPEVLKGPFTVR. The MHC is DRB1_1602 with pseudo-sequence DRB1_1602. The binding affinity (normalized) is 0.249. (6) The peptide sequence is GELQIVCKIDAAFKI. The MHC is DRB1_0404 with pseudo-sequence DRB1_0404. The binding affinity (normalized) is 0.655. (7) The peptide sequence is LQLVGIQRAGLAPTG. The MHC is DRB3_0101 with pseudo-sequence DRB3_0101. The binding affinity (normalized) is 0.0210.